Dataset: Forward reaction prediction with 1.9M reactions from USPTO patents (1976-2016). Task: Predict the product of the given reaction. (1) Given the reactants Cl.Cl.Cl.[O:4]1[C:8]2=[C:9]([N:13]3[CH2:18][CH2:17][N:16]([CH2:19][CH2:20][C@H:21]4[CH2:26][CH2:25][C@H:24]([NH2:27])[CH2:23][CH2:22]4)[CH2:15][CH2:14]3)[N:10]=[CH:11][CH:12]=[C:7]2[CH2:6][CH2:5]1.[CH3:28][N:29]1[CH2:34][CH2:33][N:32]([C:35]2[CH:43]=[CH:42][C:38]([C:39](O)=[O:40])=[CH:37][CH:36]=2)[CH2:31][CH2:30]1, predict the reaction product. The product is: [O:4]1[C:8]2=[C:9]([N:13]3[CH2:18][CH2:17][N:16]([CH2:19][CH2:20][C@H:21]4[CH2:26][CH2:25][C@H:24]([NH:27][C:39](=[O:40])[C:38]5[CH:37]=[CH:36][C:35]([N:32]6[CH2:31][CH2:30][N:29]([CH3:28])[CH2:34][CH2:33]6)=[CH:43][CH:42]=5)[CH2:23][CH2:22]4)[CH2:15][CH2:14]3)[N:10]=[CH:11][CH:12]=[C:7]2[CH2:6][CH2:5]1. (2) Given the reactants [NH2:1][C:2]1[N:3]=[C:4]2[CH:9]=[CH:8][C:7]([O:10][C:11]3[CH:12]=[C:13]([NH:17][C:18]([C:20]4[C:25]([CH3:26])=[CH:24][CH:23]=[CH:22][N:21]=4)=[O:19])[CH:14]=[CH:15][CH:16]=3)=[CH:6][N:5]2[CH:27]=1.[Cl:28][C:29]1[N:34]=[C:33](Cl)[CH:32]=[CH:31][N:30]=1.CN(C)C(=O)C, predict the reaction product. The product is: [Cl:28][C:29]1[N:34]=[C:33]([NH:1][C:2]2[N:3]=[C:4]3[CH:9]=[CH:8][C:7]([O:10][C:11]4[CH:12]=[C:13]([NH:17][C:18]([C:20]5[C:25]([CH3:26])=[CH:24][CH:23]=[CH:22][N:21]=5)=[O:19])[CH:14]=[CH:15][CH:16]=4)=[CH:6][N:5]3[CH:27]=2)[CH:32]=[CH:31][N:30]=1.